From a dataset of Reaction yield outcomes from USPTO patents with 853,638 reactions. Predict the reaction yield, written as a fraction of the theoretical maximum amount of product (1.0 means a 100% yield; for example, 0.34 means a 34% yield). (1) The reactants are [CH3:1][S:2]([C:5]1[N:10]=[CH:9][C:8]([N:11]2[C:16]3[C:17]([CH3:22])=[C:18](N)[CH:19]=[CH:20][C:15]=3[O:14][CH2:13][CH2:12]2)=[CH:7][C:6]=1[CH3:23])(=[O:4])=[O:3].N([O-])=[O:25].[Na+]. The catalyst is O.OS(O)(=O)=O. The product is [CH3:1][S:2]([C:5]1[N:10]=[CH:9][C:8]([N:11]2[C:16]3[C:17]([CH3:22])=[C:18]([OH:25])[CH:19]=[CH:20][C:15]=3[O:14][CH2:13][CH2:12]2)=[CH:7][C:6]=1[CH3:23])(=[O:4])=[O:3]. The yield is 0.250. (2) The reactants are [H-].[Na+].[Si:3]([O:20][CH2:21][C:22]1[C:23]([N:38]2[CH2:43][C@H:42]([CH3:44])[O:41][C@H:40]([CH3:45])[CH2:39]2)=[C:24]([F:37])[C:25](F)=[C:26]([C:28](=[N:34][OH:35])[C:29]([O:31][CH2:32][CH3:33])=[O:30])[CH:27]=1)([C:16]([CH3:19])([CH3:18])[CH3:17])([C:10]1[CH:15]=[CH:14][CH:13]=[CH:12][CH:11]=1)[C:4]1[CH:9]=[CH:8][CH:7]=[CH:6][CH:5]=1. The catalyst is CN(C=O)C. The product is [Si:3]([O:20][CH2:21][C:22]1[C:23]([N:38]2[CH2:43][C@H:42]([CH3:44])[O:41][C@H:40]([CH3:45])[CH2:39]2)=[C:24]([F:37])[C:25]2[O:35][N:34]=[C:28]([C:29]([O:31][CH2:32][CH3:33])=[O:30])[C:26]=2[CH:27]=1)([C:16]([CH3:17])([CH3:18])[CH3:19])([C:10]1[CH:11]=[CH:12][CH:13]=[CH:14][CH:15]=1)[C:4]1[CH:9]=[CH:8][CH:7]=[CH:6][CH:5]=1. The yield is 0.666. (3) No catalyst specified. The reactants are [CH3:1][C:2]1[N:3]=[C:4]([N:12]2[CH2:16][CH2:15][N:14]([CH2:17][C:18]3[CH:23]=[CH:22][C:21]([C:24]([F:27])([F:26])[F:25])=[CH:20][CH:19]=3)[C:13]2=[O:28])[S:5][C:6]=1[C:7](OCC)=[O:8].[BH4-].[Li+].CO. The product is [OH:8][CH2:7][C:6]1[S:5][C:4]([N:12]2[CH2:16][CH2:15][N:14]([CH2:17][C:18]3[CH:19]=[CH:20][C:21]([C:24]([F:25])([F:27])[F:26])=[CH:22][CH:23]=3)[C:13]2=[O:28])=[N:3][C:2]=1[CH3:1]. The yield is 0.560.